This data is from Reaction yield outcomes from USPTO patents with 853,638 reactions. The task is: Predict the reaction yield, written as a fraction of the theoretical maximum amount of product (1.0 means a 100% yield; for example, 0.34 means a 34% yield). (1) The reactants are [OH:1][CH:2]([CH:14]=[CH2:15])[CH2:3][CH2:4][CH2:5][CH2:6][CH2:7][CH2:8][CH2:9][C:10]([O:12][CH3:13])=[O:11].C(OC=C)(=O)C. The catalyst is C(OC(C)C)(C)C. The product is [OH:1][C@@H:2]([CH:14]=[CH2:15])[CH2:3][CH2:4][CH2:5][CH2:6][CH2:7][CH2:8][CH2:9][C:10]([O:12][CH3:13])=[O:11]. The yield is 0.304. (2) The reactants are FC(F)(F)S(O[C:7]1[CH:12]=[CH:11][C:10]([CH2:13][CH2:14][CH:15]([CH2:20][CH2:21][CH2:22][C:23]2[CH:28]=[CH:27][CH:26]=[CH:25][CH:24]=2)[C:16]([O:18][CH3:19])=[O:17])=[CH:9][CH:8]=1)(=O)=O.C([O-])([O-])=O.[Cs+].[Cs+].[C:37]1(B(O)O)[CH:42]=[CH:41][CH:40]=[CH:39][CH:38]=1.O. The catalyst is CN(C=O)C.C1C=CC([P]([Pd]([P](C2C=CC=CC=2)(C2C=CC=CC=2)C2C=CC=CC=2)([P](C2C=CC=CC=2)(C2C=CC=CC=2)C2C=CC=CC=2)[P](C2C=CC=CC=2)(C2C=CC=CC=2)C2C=CC=CC=2)(C2C=CC=CC=2)C2C=CC=CC=2)=CC=1. The product is [C:7]1([C:37]2[CH:42]=[CH:41][CH:40]=[CH:39][CH:38]=2)[CH:12]=[CH:11][C:10]([CH2:13][CH2:14][CH:15]([CH2:20][CH2:21][CH2:22][C:23]2[CH:28]=[CH:27][CH:26]=[CH:25][CH:24]=2)[C:16]([O:18][CH3:19])=[O:17])=[CH:9][CH:8]=1. The yield is 0.260. (3) The product is [C:13]([C:14]1[O:10][C:5]2[CH:4]=[CH:3][C:2]([Br:1])=[CH:9][C:6]=2[CH:7]=1)(=[O:15])[CH3:12]. The yield is 0.700. The reactants are [Br:1][C:2]1[CH:9]=[C:6]([CH:7]=O)[C:5]([OH:10])=[CH:4][CH:3]=1.Cl[CH2:12][C:13](=[O:15])[CH3:14].C([O-])([O-])=O.[Cs+].[Cs+].O. The catalyst is CN(C=O)C. (4) The catalyst is CO. The product is [CH2:1]([O:8][C:9]1[CH:10]=[C:11]([N:17]2[CH:25]([CH:26]3[CH2:27][CH2:28][CH2:29][CH2:30]3)[CH:24]3[C:19]([C:20]4[CH:34]=[CH:33][C:32]([C:35]([OH:37])=[O:36])=[CH:31][C:21]=4[CH2:22][CH2:23]3)=[N:18]2)[CH:12]=[CH:13][C:14]=1[C:15]#[N:16])[C:2]1[CH:7]=[CH:6][CH:5]=[CH:4][CH:3]=1. The yield is 0.930. The reactants are [CH2:1]([O:8][C:9]1[CH:10]=[C:11]([N:17]2[CH:25]([CH:26]3[CH2:30][CH2:29][CH2:28][CH2:27]3)[CH:24]3[C:19]([C:20]4[CH:34]=[CH:33][C:32]([C:35]([O:37]C)=[O:36])=[CH:31][C:21]=4[CH2:22][CH2:23]3)=[N:18]2)[CH:12]=[CH:13][C:14]=1[C:15]#[N:16])[C:2]1[CH:7]=[CH:6][CH:5]=[CH:4][CH:3]=1.O1CCCC1.[OH-].[Na+]. (5) The reactants are [C:1]([C:3]1[CH:8]=[C:7]([CH2:9]O)[CH:6]=[CH:5][N:4]=1)#[N:2].S(Cl)([Cl:13])=O. The catalyst is C1(C)C=CC=CC=1. The product is [ClH:13].[Cl:13][CH2:9][C:7]1[CH:6]=[CH:5][N:4]=[C:3]([C:1]#[N:2])[CH:8]=1. The yield is 0.860. (6) The reactants are [Br:1][C:2]1[CH:7]=[CH:6][C:5]([Cl:8])=[CH:4][C:3]=1[C@H:9]([NH:11][S@](C(C)(C)C)=O)[CH3:10].Cl. The catalyst is CO. The product is [Br:1][C:2]1[CH:7]=[CH:6][C:5]([Cl:8])=[CH:4][C:3]=1[C@H:9]([NH2:11])[CH3:10]. The yield is 1.00.